From a dataset of Forward reaction prediction with 1.9M reactions from USPTO patents (1976-2016). Predict the product of the given reaction. (1) Given the reactants ClC1C(Cl)=CC=CC=1N1CCN([CH2:15][CH2:16][CH2:17][CH2:18][O:19][C:20]2[CH:29]=[CH:28][C:27]3[C:22](=[C:23]([OH:30])[CH:24]=[CH:25][CH:26]=3)[N:21]=2)CC1.[CH3:31][C:32]1[C:37]([CH3:38])=[CH:36][CH:35]=[CH:34][C:33]=1[N:39]1[CH2:44][CH2:43][NH:42][CH2:41][CH2:40]1, predict the reaction product. The product is: [CH3:31][C:32]1[C:37]([CH3:38])=[CH:36][CH:35]=[CH:34][C:33]=1[N:39]1[CH2:40][CH2:41][N:42]([CH2:15][CH2:16][CH2:17][CH2:18][O:19][C:20]2[CH:29]=[CH:28][C:27]3[C:22](=[C:23]([OH:30])[CH:24]=[CH:25][CH:26]=3)[N:21]=2)[CH2:43][CH2:44]1. (2) Given the reactants [CH3:1][N:2]1[C@@H:6]([CH3:7])[C@@H:5]([C:8]2[CH:13]=[CH:12][CH:11]=[CH:10][CH:9]=2)[N:4]([C:14](=[O:61])[C@@H:15]([CH2:46][CH2:47][C:48]([F:60])([F:59])[C:49]([F:58])([F:57])[C:50]([F:56])([F:55])[C:51]([F:54])([F:53])[F:52])[CH2:16][CH2:17][CH2:18][CH2:19][CH2:20][CH2:21]/[CH:22]=[CH:23]/[CH2:24][C@@H:25]2[CH2:42][C:41]3[CH:40]=[C:39]([O:43][CH3:44])[CH:38]=[CH:37][C:36]=3[C@@H:35]3[C@@H:26]2[C@H:27]2[C@@:31]([CH2:33][CH2:34]3)([CH3:32])[C@@H:30]([OH:45])[CH2:29][CH2:28]2)[C:3]1=[O:62], predict the reaction product. The product is: [CH3:1][N:2]1[C@@H:6]([CH3:7])[C@@H:5]([C:8]2[CH:9]=[CH:10][CH:11]=[CH:12][CH:13]=2)[N:4]([C:14](=[O:61])[C@@H:15]([CH2:46][CH2:47][C:48]([F:59])([F:60])[C:49]([F:58])([F:57])[C:50]([F:56])([F:55])[C:51]([F:54])([F:53])[F:52])[CH2:16][CH2:17][CH2:18][CH2:19][CH2:20][CH2:21][CH2:22][CH2:23][CH2:24][C@@H:25]2[CH2:42][C:41]3[CH:40]=[C:39]([O:43][CH3:44])[CH:38]=[CH:37][C:36]=3[C@@H:35]3[C@@H:26]2[C@H:27]2[C@@:31]([CH2:33][CH2:34]3)([CH3:32])[C@@H:30]([OH:45])[CH2:29][CH2:28]2)[C:3]1=[O:62]. (3) The product is: [ClH:20].[Br:1][C:2]1[C:12]2[CH2:11][CH2:10][N:9]([CH2:21][CH2:22][CH2:23][CH2:24][S:25][C:26]3[N:27]([CH3:42])[C:28]([C:31]4[CH:40]=[CH:39][CH:38]=[C:37]5[C:32]=4[CH:33]=[CH:34][C:35]([CH3:41])=[N:36]5)=[N:29][N:30]=3)[CH2:8][CH2:7][C:6]=2[CH:5]=[C:4]2[N:13]=[C:14]([C:16]([F:19])([F:17])[F:18])[O:15][C:3]=12. Given the reactants [Br:1][C:2]1[C:12]2[CH2:11][CH2:10][NH:9][CH2:8][CH2:7][C:6]=2[CH:5]=[C:4]2[N:13]=[C:14]([C:16]([F:19])([F:18])[F:17])[O:15][C:3]=12.[Cl:20][CH2:21][CH2:22][CH2:23][CH2:24][S:25][C:26]1[N:27]([CH3:42])[C:28]([C:31]2[CH:40]=[CH:39][CH:38]=[C:37]3[C:32]=2[CH:33]=[CH:34][C:35]([CH3:41])=[N:36]3)=[N:29][N:30]=1, predict the reaction product. (4) Given the reactants [C:1]([O:5][C:6]([N:8]1[CH2:13][CH2:12][CH:11]([O:14][CH2:15][CH2:16][OH:17])[CH2:10][CH2:9]1)=[O:7])([CH3:4])([CH3:3])[CH3:2].CC(OI1(OC(C)=O)(OC(C)=O)OC(=O)C2C=CC=CC1=2)=O, predict the reaction product. The product is: [C:1]([O:5][C:6]([N:8]1[CH2:9][CH2:10][CH:11]([O:14][CH2:15][CH:16]=[O:17])[CH2:12][CH2:13]1)=[O:7])([CH3:4])([CH3:3])[CH3:2]. (5) Given the reactants [CH2:1]([O:7][C:8]1[CH:13]=[CH:12][C:11]([CH2:14][CH2:15][C:16]([O:18]C)=O)=[CH:10][CH:9]=1)[CH2:2][CH2:3][CH2:4][CH2:5][CH3:6].O.[NH2:21][NH2:22], predict the reaction product. The product is: [CH2:1]([O:7][C:8]1[CH:13]=[CH:12][C:11]([CH2:14][CH2:15][C:16]([NH:21][NH2:22])=[O:18])=[CH:10][CH:9]=1)[CH2:2][CH2:3][CH2:4][CH2:5][CH3:6].